Dataset: Full USPTO retrosynthesis dataset with 1.9M reactions from patents (1976-2016). Task: Predict the reactants needed to synthesize the given product. (1) Given the product [CH3:14][N:11]1[CH2:12][CH2:13][N:8]([CH2:7][C:6]2[CH:5]=[C:4]([NH2:1])[C:17]([NH2:18])=[CH:16][CH:15]=2)[CH2:9][CH2:10]1, predict the reactants needed to synthesize it. The reactants are: [N+:1]([C:4]1[CH:5]=[C:6]([CH:15]=[CH:16][C:17]=1[N+:18]([O-])=O)[CH2:7][N:8]1[CH2:13][CH2:12][N:11]([CH3:14])[CH2:10][CH2:9]1)([O-])=O.C(O)C. (2) Given the product [NH:24]([C:2]1[N:7]=[C:6]([CH3:8])[N:5]=[C:4]([N:9]2[CH2:12][CH:11]([C:13]3[N:17]([CH3:18])[C:16]4[CH:19]=[CH:20][CH:21]=[CH:22][C:15]=4[N:14]=3)[CH2:10]2)[CH:3]=1)[NH2:25], predict the reactants needed to synthesize it. The reactants are: Cl[C:2]1[N:7]=[C:6]([CH3:8])[N:5]=[C:4]([N:9]2[CH2:12][CH:11]([C:13]3[N:17]([CH3:18])[C:16]4[CH:19]=[CH:20][CH:21]=[CH:22][C:15]=4[N:14]=3)[CH2:10]2)[CH:3]=1.O.[NH2:24][NH2:25].C([O-])([O-])=O.[K+].[K+]. (3) Given the product [Br:1][C:2]1[CH:7]=[CH:6][C:5]([S:8][S:8][C:5]2[CH:6]=[CH:7][C:2]([Br:1])=[CH:3][CH:4]=2)=[CH:4][CH:3]=1, predict the reactants needed to synthesize it. The reactants are: [Br:1][C:2]1[CH:7]=[CH:6][C:5]([SH:8])=[CH:4][CH:3]=1.II. (4) Given the product [N:1]1([C:5]([N:7]2[CH2:13][C:12]3[CH:14]=[CH:15][C:16]([C:18]([NH:23][OH:24])=[O:19])=[CH:17][C:11]=3[O:10][CH2:9][C@@H:8]2[CH3:22])=[O:6])[CH2:4][CH2:3][CH2:2]1, predict the reactants needed to synthesize it. The reactants are: [N:1]1([C:5]([N:7]2[CH2:13][C:12]3[CH:14]=[CH:15][C:16]([C:18](OC)=[O:19])=[CH:17][C:11]=3[O:10][CH2:9][C@@H:8]2[CH3:22])=[O:6])[CH2:4][CH2:3][CH2:2]1.[NH2:23][OH:24].[OH-].[Na+]. (5) Given the product [C:29]([C:26]1([C:22]2[CH:21]=[C:20]([CH:25]=[CH:24][CH:23]=2)[C:19]([NH:18][C:14]2[CH:15]=[CH:16][CH:17]=[C:12]([O:11][C:9]3[CH:8]=[CH:7][C:5]4[N:6]=[C:2]([NH:1][C:42](=[O:43])[CH2:41][N:38]5[CH2:39][CH2:40][N:35]([CH3:34])[CH2:36][CH2:37]5)[S:3][C:4]=4[CH:10]=3)[CH:13]=2)=[O:31])[CH2:27][CH2:28]1)#[N:30], predict the reactants needed to synthesize it. The reactants are: [NH2:1][C:2]1[S:3][C:4]2[CH:10]=[C:9]([O:11][C:12]3[CH:13]=[C:14]([NH:18][C:19](=[O:31])[C:20]4[CH:25]=[CH:24][CH:23]=[C:22]([C:26]5([C:29]#[N:30])[CH2:28][CH2:27]5)[CH:21]=4)[CH:15]=[CH:16][CH:17]=3)[CH:8]=[CH:7][C:5]=2[N:6]=1.Cl.Cl.[CH3:34][N:35]1[CH2:40][CH2:39][N:38]([CH2:41][C:42](O)=[O:43])[CH2:37][CH2:36]1.Cl.C(N=C=NCCCN(C)C)C.C(N(CC)CC)C. (6) Given the product [Cl:32][C:29]1[CH:30]=[CH:31][C:26]([C:23]([C:20]2[N:19]([C:35]3[CH:36]=[CH:37][C:38]([F:41])=[CH:39][CH:40]=3)[C:18]([S:17][CH2:16][C:12]3[C:13]([F:15])=[CH:14][C:9]([O:8][CH2:7][CH2:6][N:44]([CH3:45])[CH3:43])=[CH:10][C:11]=3[F:42])=[N:22][CH:21]=2)([CH3:25])[CH3:24])=[CH:27][C:28]=1[O:33][CH3:34], predict the reactants needed to synthesize it. The reactants are: CS(O[CH2:6][CH2:7][O:8][C:9]1[CH:14]=[C:13]([F:15])[C:12]([CH2:16][S:17][C:18]2[N:19]([C:35]3[CH:40]=[CH:39][C:38]([F:41])=[CH:37][CH:36]=3)[C:20]([C:23]([C:26]3[CH:31]=[CH:30][C:29]([Cl:32])=[C:28]([O:33][CH3:34])[CH:27]=3)([CH3:25])[CH3:24])=[CH:21][N:22]=2)=[C:11]([F:42])[CH:10]=1)(=O)=O.[CH3:43][NH:44][CH3:45].C(NC(C)C)(C)C.CN(C=O)C. (7) Given the product [NH2:2][C@:3]([CH3:26])([CH2:6][CH2:7][C:8]1[N:9]([CH3:25])[C:10]([C:13](=[O:24])[CH2:14][CH2:15][CH2:16][CH2:17][C:18]2[CH:23]=[CH:22][CH:21]=[CH:20][CH:19]=2)=[CH:11][CH:12]=1)[CH2:4][OH:5], predict the reactants needed to synthesize it. The reactants are: Cl.[NH2:2][C@:3]([CH3:26])([CH2:6][CH2:7][C:8]1[N:9]([CH3:25])[C:10]([C:13](=[O:24])[CH2:14][CH2:15][CH2:16][CH2:17][C:18]2[CH:23]=[CH:22][CH:21]=[CH:20][CH:19]=2)=[CH:11][CH:12]=1)[CH2:4][OH:5].[OH-].[Na+]. (8) Given the product [Cl:31][C:11]1[C:10]([CH:24]([O:28][CH2:29][CH3:30])[O:25][CH2:26][CH3:27])=[N:9][C:8]([C:5]2[CH:6]=[CH:7][C:2]([Cl:1])=[CH:3][CH:4]=2)=[C:13]([F:14])[C:12]=1[N:15]=[C:16]1[CH:21]=[CH:20][C:19](=[O:22])[CH:18]=[CH:17]1, predict the reactants needed to synthesize it. The reactants are: [Cl:1][C:2]1[CH:7]=[CH:6][C:5]([C:8]2[C:13]([F:14])=[C:12]([NH:15][C:16]3[CH:21]=[CH:20][C:19]([O:22]C)=[CH:18][CH:17]=3)[CH:11]=[C:10]([CH:24]([O:28][CH2:29][CH3:30])[O:25][CH2:26][CH3:27])[N:9]=2)=[CH:4][CH:3]=1.[Cl:31]N1C(C)(C)C(=O)N(Cl)C1=O.